This data is from Forward reaction prediction with 1.9M reactions from USPTO patents (1976-2016). The task is: Predict the product of the given reaction. (1) Given the reactants N#N.[CH3:3][O:4][C:5]1[CH:24]=[CH:23][C:8]([CH2:9][C@@H:10]2[C:14]3=[N:15][C:16]4[CH:21]=[CH:20][CH:19]=[CH:18][C:17]=4[N:13]3[C:12](=[O:22])[NH:11]2)=[CH:7][CH:6]=1.CCN(C(C)C)C(C)C.[NH2:34][C@H:35]1[CH2:40][CH2:39][C@H:38]([OH:41])[CH2:37][CH2:36]1, predict the reaction product. The product is: [NH:13]1[C:17]2[CH:18]=[CH:19][CH:20]=[CH:21][C:16]=2[N:15]=[C:14]1[C@H:10]([NH:11][C:12]([NH:34][C@H:35]1[CH2:40][CH2:39][C@H:38]([OH:41])[CH2:37][CH2:36]1)=[O:22])[CH2:9][C:8]1[CH:23]=[CH:24][C:5]([O:4][CH3:3])=[CH:6][CH:7]=1. (2) Given the reactants C(OC([NH:8][C@H:9]([C:14](O)=[O:15])[CH2:10][CH2:11][S:12][CH3:13])=O)(C)(C)C.CN1CC[O:21][CH2:20]C1.ClC(O[CH2:28][CH:29]([CH3:31])[CH3:30])=O.[NH4+:32].[OH-:33], predict the reaction product. The product is: [C:29]([O:33][C:20]([NH:32][C:14](=[O:15])[C@H:9]([CH2:10][CH2:11][S:12][CH3:13])[NH2:8])=[O:21])([CH3:31])([CH3:30])[CH3:28]. (3) Given the reactants [CH3:1][O:2][C:3]1[CH:4]=[C:5]([CH:26]=[CH:27][CH:28]=1)[C:6]([NH:8][CH:9]([C:11]1[N:16]=[N:15][C:14]([NH:17][C:18]2[CH:23]=[CH:22][C:21]([O:24][CH3:25])=[CH:20][CH:19]=2)=[N:13][CH:12]=1)[CH3:10])=O.P(Cl)(Cl)(Cl)=O, predict the reaction product. The product is: [CH3:10][C:9]1[N:8]=[C:6]([C:5]2[CH:26]=[CH:27][CH:28]=[C:3]([O:2][CH3:1])[CH:4]=2)[N:16]2[C:11]=1[CH:12]=[N:13][C:14]([NH:17][C:18]1[CH:23]=[CH:22][C:21]([O:24][CH3:25])=[CH:20][CH:19]=1)=[N:15]2. (4) Given the reactants [CH3:1][C:2]1[CH:3]=[C:4]([OH:11])[CH:5]=[CH:6][C:7]=1[N+:8]([O-:10])=[O:9].Br[CH2:13][C:14]([O:16][C:17]([CH3:20])([CH3:19])[CH3:18])=[O:15].C(=O)([O-])[O-].[K+].[K+].O, predict the reaction product. The product is: [C:17]([O:16][C:14](=[O:15])[CH2:13][O:11][C:4]1[CH:5]=[CH:6][C:7]([N+:8]([O-:10])=[O:9])=[C:2]([CH3:1])[CH:3]=1)([CH3:20])([CH3:19])[CH3:18]. (5) Given the reactants [Cl:1][C:2]1[CH:7]=[CH:6][CH:5]=[C:4]([I:8])[C:3]=1[CH3:9].[Br:10]N1C(=O)CCC1=O.N(C(C)(C)C#N)=NC(C)(C)C#N, predict the reaction product. The product is: [Cl:1][C:2]1[CH:7]=[CH:6][CH:5]=[C:4]([I:8])[C:3]=1[CH2:9][Br:10]. (6) Given the reactants Cl.[CH3:2][CH:3]([C@H:5]([NH:8][CH2:9][CH:10]=[CH2:11])[CH:6]=[CH2:7])[CH3:4].C([O-])([O-])=O.[K+].[K+].[C:18]([O:21][CH2:22][CH3:23])(=[O:20])C, predict the reaction product. The product is: [CH3:2][CH:3]([C@H:5]([N:8]([CH2:9][CH:10]=[CH2:11])[C:18](=[O:20])[O:21][CH2:22][C:23]1[CH:7]=[CH:6][CH:5]=[CH:3][CH:2]=1)[CH:6]=[CH2:7])[CH3:4]. (7) Given the reactants [ClH:1].Cl.C([O:6][CH:7]([CH2:32][N:33]1[CH2:38][CH2:37][O:36][CH2:35][CH2:34]1)[CH2:8][O:9][C:10]1[CH:19]=[C:18]2[C:13]([C:14]([NH:20][C:21]3[CH:26]=[CH:25][CH:24]=[C:23]4[O:27][CH2:28][O:29][C:22]=34)=[N:15][CH:16]=[N:17]2)=[CH:12][C:11]=1[O:30][CH3:31])(=O)C.N.Cl.C(OCC)C, predict the reaction product. The product is: [ClH:1].[ClH:1].[OH:6][CH:7]([CH2:32][N:33]1[CH2:38][CH2:37][O:36][CH2:35][CH2:34]1)[CH2:8][O:9][C:10]1[CH:19]=[C:18]2[C:13]([C:14]([NH:20][C:21]3[CH:26]=[CH:25][CH:24]=[C:23]4[O:27][CH2:28][O:29][C:22]=34)=[N:15][CH:16]=[N:17]2)=[CH:12][C:11]=1[O:30][CH3:31]. (8) Given the reactants C([N:4]([CH2:8]C)C(C)C)(C)C.FC(F)(F)C(O)=O.[NH2:17][C:18]1[N:23]=[CH:22][N:21]=[C:20]2[N:24]([CH:28]([C:30]3[C:40]4[O:39][CH:38]([CH3:41])[CH2:37][N:36]([CH:42]5[CH2:45][CH:44]([C:46]([OH:48])=O)[CH2:43]5)[CH2:35][C:34]=4[C:33](F)=[C:32]([Cl:50])[CH:31]=3)[CH3:29])[N:25]=[C:26]([CH3:27])[C:19]=12.F[P-](F)(F)(F)(F)F.C[N+:59](C)=C(N(C)C)ON1C2N=CC=CC=2N=N1.N, predict the reaction product. The product is: [NH2:17][C:18]1[N:23]=[CH:22][N:21]=[C:20]2[N:24]([CH:28]([C:30]3[C:40]4[O:39][C@@H:38]([CH3:41])[CH2:37][N:36]([CH:42]5[CH2:43][CH:44]([C:46]([NH2:59])=[O:48])[CH2:45]5)[CH2:35][C:34]=4[C:33]([C:8]#[N:4])=[C:32]([Cl:50])[CH:31]=3)[CH3:29])[N:25]=[C:26]([CH3:27])[C:19]=12.